From a dataset of Reaction yield outcomes from USPTO patents with 853,638 reactions. Predict the reaction yield, written as a fraction of the theoretical maximum amount of product (1.0 means a 100% yield; for example, 0.34 means a 34% yield). (1) The reactants are [N+:1]([C:4]1[CH:5]=[C:6]([CH:9]=[CH:10][CH:11]=1)[CH:7]=O)([O-:3])=[O:2].[CH3:12][O:13][C:14](=[O:22])[CH2:15]P(OC)(OC)=O.C[O-].[Na+].Cl. The yield is 0.980. The catalyst is CN(C=O)C. The product is [N+:1]([C:4]1[CH:5]=[C:6](/[CH:7]=[CH:15]/[C:14]([O:13][CH3:12])=[O:22])[CH:9]=[CH:10][CH:11]=1)([O-:3])=[O:2]. (2) The reactants are [C:1]([C:5]1[N:6]=[CH:7][C:8]([C:11]([NH:13][C:14]2[CH:15]=[C:16]([C:21]3[CH:22]=[C:23]([NH:28][CH:29]4[CH2:34][CH2:33][CH2:32][N:31](C(OC(C)(C)C)=O)[CH2:30]4)[C:24](=[O:27])[NH:25][N:26]=3)[CH:17]=[CH:18][C:19]=2[F:20])=[O:12])=[N:9][CH:10]=1)([CH3:4])([CH3:3])[CH3:2].Cl. The catalyst is CO.O1CCOCC1. The product is [C:1]([C:5]1[N:6]=[CH:7][C:8]([C:11]([NH:13][C:14]2[CH:15]=[C:16]([C:21]3[CH:22]=[C:23]([NH:28][CH:29]4[CH2:34][CH2:33][CH2:32][NH:31][CH2:30]4)[C:24](=[O:27])[NH:25][N:26]=3)[CH:17]=[CH:18][C:19]=2[F:20])=[O:12])=[N:9][CH:10]=1)([CH3:4])([CH3:2])[CH3:3]. The yield is 0.650. (3) The reactants are [NH2:1][C:2]1[S:6][N:5]=[C:4]([CH3:7])[C:3]=1[C:8]([NH:10][C:11]1[CH:16]=[CH:15][C:14]([Cl:17])=[C:13]([F:18])[CH:12]=1)=[O:9].Cl[C:20]1[S:21][C:22]2[CH:28]=[CH:27][CH:26]=[C:25]([C:29]([F:32])([F:31])[F:30])[C:23]=2[N:24]=1.C(=O)([O-])[O-].[Cs+].[Cs+].CC1(C)C2C(=C(P(C3C=CC=CC=3)C3C=CC=CC=3)C=CC=2)OC2C(P(C3C=CC=CC=3)C3C=CC=CC=3)=CC=CC1=2. The catalyst is O1CCOCC1.CN(C=O)C.C([O-])(=O)C.[Pd+2].C([O-])(=O)C. The product is [Cl:17][C:14]1[CH:15]=[CH:16][C:11]([NH:10][C:8]([C:3]2[C:4]([CH3:7])=[N:5][S:6][C:2]=2[NH:1][C:20]2[S:21][C:22]3[CH:28]=[CH:27][CH:26]=[C:25]([C:29]([F:32])([F:31])[F:30])[C:23]=3[N:24]=2)=[O:9])=[CH:12][C:13]=1[F:18]. The yield is 0.250. (4) The reactants are [Br:1][C:2]1[CH:3]=[C:4]2[C:8](=[CH:9][CH:10]=1)[NH:7][C:6](=[O:11])[C:5]2=O.[F:13][C:14]([F:23])([F:22])[C:15]1[CH:16]=[C:17]([CH:19]=[CH:20][CH:21]=1)[NH2:18].C(O)(=O)C. The catalyst is CO. The product is [Br:1][C:2]1[CH:3]=[C:4]2[C:8](=[CH:9][CH:10]=1)[NH:7][C:6](=[O:11])/[C:5]/2=[N:18]\[C:17]1[CH:19]=[CH:20][CH:21]=[C:15]([C:14]([F:13])([F:22])[F:23])[CH:16]=1. The yield is 0.400. (5) The reactants are C([O:3][C:4](=O)[C:5]1[CH:10]=[C:9]([O:11][CH2:12][CH3:13])[C:8]([NH2:14])=[C:7]([O:15][CH2:16][CH3:17])[CH:6]=1)C.[H-].C([Al+]CC(C)C)C(C)C. The catalyst is ClCCl. The product is [NH2:14][C:8]1[C:7]([O:15][CH2:16][CH3:17])=[CH:6][C:5]([CH2:4][OH:3])=[CH:10][C:9]=1[O:11][CH2:12][CH3:13]. The yield is 0.470. (6) The reactants are Br[C:2]1[CH:3]=[N:4][N:5]([CH3:17])[C:6]=1[C:7]1[CH:8]=[C:9]([C:13]([O:15][CH3:16])=[O:14])[O:10][C:11]=1[CH3:12].[C:18](=O)([O-])[O-].[K+].[K+].CB1OB(C)OB(C)O1. The catalyst is CN(C)C=O.C1C=CC(P(C2C=CC=CC=2)[C-]2C=CC=C2)=CC=1.C1C=CC(P(C2C=CC=CC=2)[C-]2C=CC=C2)=CC=1.Cl[Pd]Cl.[Fe+2]. The product is [CH3:17][N:5]1[C:6]([C:7]2[CH:8]=[C:9]([C:13]([O:15][CH3:16])=[O:14])[O:10][C:11]=2[CH3:12])=[C:2]([CH3:18])[CH:3]=[N:4]1. The yield is 0.590. (7) The reactants are [NH:1]1[CH:8]=[CH:7][C:5]([NH2:6])=[N:4][C:2]1=[O:3].[CH2:9](N)[C:10]1[O:14][CH:13]=[CH:12][CH:11]=1.[Cl-].[NH4+]. The catalyst is O. The product is [CH2:9]([NH:6][C:5]1[CH:7]=[CH:8][NH:1][C:2](=[O:3])[N:4]=1)[C:10]1[O:14][CH:13]=[CH:12][CH:11]=1. The yield is 0.890. (8) The reactants are [NH2:1][C:2]1[C:7]([C:8]([C:10]2[CH:11]=[N:12][C:13](F)=[CH:14][CH:15]=2)=[O:9])=[CH:6][C:5]([Br:17])=[CH:4][N:3]=1.[CH3:18][O:19][CH2:20][CH2:21][NH2:22].C(N(CC)CC)C. The catalyst is CCO.O. The product is [NH2:1][C:2]1[C:7]([C:8]([C:10]2[CH:11]=[N:12][C:13]([NH:22][CH2:21][CH2:20][O:19][CH3:18])=[CH:14][CH:15]=2)=[O:9])=[CH:6][C:5]([Br:17])=[CH:4][N:3]=1. The yield is 0.860.